Dataset: Full USPTO retrosynthesis dataset with 1.9M reactions from patents (1976-2016). Task: Predict the reactants needed to synthesize the given product. Given the product [NH2:7][C@@:6]1([C:11]2[CH:16]=[CH:15][CH:14]=[CH:13][C:12]=2[F:17])[CH2:5][O:4][C@H:3]([CH2:2][F:1])[C@H:10]1[CH2:9][OH:8], predict the reactants needed to synthesize it. The reactants are: [F:1][CH2:2][C@@H:3]1[C@@H:10]2[C@@:6]([C:11]3[CH:16]=[CH:15][CH:14]=[CH:13][C:12]=3[F:17])([NH:7][O:8][CH2:9]2)[CH2:5][O:4]1.